This data is from Catalyst prediction with 721,799 reactions and 888 catalyst types from USPTO. The task is: Predict which catalyst facilitates the given reaction. (1) Reactant: [CH2:1]([O:8][C:9](=[O:33])[C@@H:10]([NH:25][C:26]([O:28][C:29]([CH3:32])([CH3:31])[CH3:30])=[O:27])[CH2:11][CH2:12][C:13](=[O:24])[NH:14][C:15]1[CH:20]=[C:19]([CH3:21])[C:18]([CH3:22])=[CH:17][C:16]=1[NH2:23])[C:2]1[CH:7]=[CH:6][CH:5]=[CH:4][CH:3]=1.[CH:34](=O)[C:35]([CH3:38])([CH3:37])[CH3:36].C(O[BH-](OC(=O)C)OC(=O)C)(=O)C.[Na+]. Product: [CH2:1]([O:8][C:9](=[O:33])[C@@H:10]([NH:25][C:26]([O:28][C:29]([CH3:30])([CH3:32])[CH3:31])=[O:27])[CH2:11][CH2:12][C:13](=[O:24])[NH:14][C:15]1[CH:20]=[C:19]([CH3:21])[C:18]([CH3:22])=[CH:17][C:16]=1[NH:23][CH2:34][C:35]([CH3:38])([CH3:37])[CH3:36])[C:2]1[CH:7]=[CH:6][CH:5]=[CH:4][CH:3]=1. The catalyst class is: 10. (2) Reactant: O/[C:2](/[CH3:12])=[CH:3]\[C:4]([C:6]1[CH:11]=[CH:10][N:9]=[CH:8][CH:7]=1)=O.[C:13]([CH2:15][C:16]([NH2:18])=[O:17])#[N:14].N1CCCCC1. Product: [CH3:12][C:2]1[CH:3]=[C:4]([C:6]2[CH:11]=[CH:10][N:9]=[CH:8][CH:7]=2)[NH:18][C:16](=[O:17])[C:15]=1[C:13]#[N:14]. The catalyst class is: 14. (3) Product: [C:1]([O:5][C:6]([NH:8][C@H:9]([C:18]([OH:20])=[O:19])[CH:10]([O:17][C:22]1[CH:27]=[CH:26][CH:25]=[CH:24][C:23]=1[N+:28]([O-:30])=[O:29])[C:11]1[CH:16]=[CH:15][CH:14]=[CH:13][CH:12]=1)=[O:7])([CH3:4])([CH3:2])[CH3:3]. The catalyst class is: 1. Reactant: [C:1]([O:5][C:6]([NH:8][C@H:9]([C:18]([OH:20])=[O:19])[CH:10]([OH:17])[C:11]1[CH:16]=[CH:15][CH:14]=[CH:13][CH:12]=1)=[O:7])([CH3:4])([CH3:3])[CH3:2].F[C:22]1[CH:27]=[CH:26][CH:25]=[CH:24][C:23]=1[N+:28]([O-:30])=[O:29].C[Si]([N-][Si](C)(C)C)(C)C.[K+]. (4) Reactant: [N:1]1[CH:6]=[CH:5][C:4]([C:7]2[N:11]=[C:10]([CH:12]3[CH2:17][CH2:16][CH:15]([CH2:18][OH:19])[CH2:14][CH2:13]3)[O:9][N:8]=2)=[CH:3][CH:2]=1.[H-].[Na+].Br[CH2:23][CH2:24][CH2:25][CH3:26]. Product: [CH2:23]([O:19][CH2:18][C@H:15]1[CH2:14][CH2:13][C@H:12]([C:10]2[O:9][N:8]=[C:7]([C:4]3[CH:3]=[CH:2][N:1]=[CH:6][CH:5]=3)[N:11]=2)[CH2:17][CH2:16]1)[CH2:24][CH2:25][CH3:26]. The catalyst class is: 807. (5) Reactant: [Br:1][C:2]1[CH:9]=[CH:8][C:5]([CH2:6][NH2:7])=[CH:4][CH:3]=1.ClC(Cl)(Cl)[C:12]([NH:14][C:15]1[CH:16]=[CH:17][CH:18]=[C:19]2[C:24]=1[CH:23]=[N:22][CH:21]=[CH:20]2)=[O:13].C1CCN2C(=NCCC2)CC1.O. Product: [Br:1][C:2]1[CH:9]=[CH:8][C:5]([CH2:6][NH:7][C:12]([NH:14][C:15]2[CH:16]=[CH:17][CH:18]=[C:19]3[C:24]=2[CH:23]=[N:22][CH:21]=[CH:20]3)=[O:13])=[CH:4][CH:3]=1. The catalyst class is: 5.